The task is: Predict the reactants needed to synthesize the given product.. This data is from Retrosynthesis with 50K atom-mapped reactions and 10 reaction types from USPTO. (1) Given the product COc1cccc(-c2cc(=O)n(C)c3ncc(C(=O)c4ccc(Cl)cc4)cc23)c1, predict the reactants needed to synthesize it. The reactants are: COc1cccc(-c2cc(=O)n(C)c3ncc(C4(c5ccc(Cl)cc5)OCCO4)cc23)c1. (2) Given the product Nc1ccc2ncnc(Nc3ccc(OCc4cccc(F)c4)c(Cl)c3)c2c1, predict the reactants needed to synthesize it. The reactants are: O=[N+]([O-])c1ccc2ncnc(Nc3ccc(OCc4cccc(F)c4)c(Cl)c3)c2c1. (3) Given the product CCNCc1cnn(C)c1, predict the reactants needed to synthesize it. The reactants are: CCN.Cn1cc(C=O)cn1. (4) Given the product O=C(CO)N1C2CCC1CC(Nc1ccc3[nH]ncc3c1)C2, predict the reactants needed to synthesize it. The reactants are: O=C(O)CO.c1cc2[nH]ncc2cc1NC1CC2CCC(C1)N2. (5) Given the product Cc1cc(NCC2CCOCC2)c2[nH]c(C3=N[C@@H](CCN4CCOCC4)CS3)cc2c1, predict the reactants needed to synthesize it. The reactants are: C1COCCN1.Cc1cc(NCC2CCOCC2)c2[nH]c(C3=N[C@H](CCO)CS3)cc2c1. (6) Given the product Cc1ccc(S(=O)(=O)n2cc(-c3cccc(OC(C)C)n3)c3cc(-c4nnc(S(C)(=O)=O)s4)ccc32)cc1, predict the reactants needed to synthesize it. The reactants are: CC(C)Oc1cccc(B2OC(C)(C)C(C)(C)O2)n1.Cc1ccc(S(=O)(=O)n2cc(I)c3cc(-c4nnc(S(C)(=O)=O)s4)ccc32)cc1. (7) Given the product Cc1cc2c(F)c(Oc3ccnc(CNCCO)n3)ccc2n1C(=O)Nc1cccc(C(F)(F)F)c1, predict the reactants needed to synthesize it. The reactants are: Cc1cc2c(F)c(Oc3ccnc(CO)n3)ccc2n1C(=O)Nc1cccc(C(F)(F)F)c1.NCCO. (8) Given the product Brc1csc(C2OCCO2)c1, predict the reactants needed to synthesize it. The reactants are: O=Cc1cc(Br)cs1.OCCO. (9) The reactants are: CCC(CC)(c1ccc(C#CC2(O[Si](C)(C)C)CCOCC2)c(C)c1)c1ccc(B2OC(C)(C)C(C)(C)O2)c(C)c1.COC(=O)Cc1ccc(Br)cc1. Given the product CCC(CC)(c1ccc(C#CC2(O[Si](C)(C)C)CCOCC2)c(C)c1)c1ccc(-c2ccc(CC(=O)OC)cc2)c(C)c1, predict the reactants needed to synthesize it.